Dataset: Forward reaction prediction with 1.9M reactions from USPTO patents (1976-2016). Task: Predict the product of the given reaction. Given the reactants [CH2:1]([N:8]1[CH2:13][CH2:12][N:11]([NH2:14])[CH2:10][CH2:9]1)[C:2]1[CH:7]=[CH:6][CH:5]=[CH:4][CH:3]=1.[CH3:15][C:16]1[NH:17][CH:18]=[C:19]([CH:21]=O)[N:20]=1, predict the reaction product. The product is: [CH2:1]([N:8]1[CH2:9][CH2:10][N:11](/[N:14]=[CH:21]/[C:19]2[N:20]=[C:16]([CH3:15])[NH:17][CH:18]=2)[CH2:12][CH2:13]1)[C:2]1[CH:3]=[CH:4][CH:5]=[CH:6][CH:7]=1.